Dataset: Forward reaction prediction with 1.9M reactions from USPTO patents (1976-2016). Task: Predict the product of the given reaction. Given the reactants C([O:3][C:4](=[O:30])[CH2:5][N:6]1[C:11]([Cl:12])=[CH:10][N:9]=[C:8]([NH:13][CH2:14][CH2:15][CH2:16][N:17]([C:22]([O:24][C:25]([CH3:28])([CH3:27])[CH3:26])=[O:23])[CH2:18][CH:19]2[CH2:21][CH2:20]2)[C:7]1=[O:29])C.O.[OH-].[Li+].Cl, predict the reaction product. The product is: [C:25]([O:24][C:22]([N:17]([CH2:18][CH:19]1[CH2:20][CH2:21]1)[CH2:16][CH2:15][CH2:14][NH:13][C:8]1[C:7](=[O:29])[N:6]([CH2:5][C:4]([OH:30])=[O:3])[C:11]([Cl:12])=[CH:10][N:9]=1)=[O:23])([CH3:28])([CH3:26])[CH3:27].